Predict the reactants needed to synthesize the given product. From a dataset of Full USPTO retrosynthesis dataset with 1.9M reactions from patents (1976-2016). (1) Given the product [O:18]=[S:2]1(=[O:1])[CH2:6][CH2:5][CH2:4][N:3]1[C:7]1[CH:15]=[CH:14][C:10]([C:11]([N:20]2[CH2:25][CH2:24][CH:23]([C:26](=[O:27])[C:28]3[CH:29]=[CH:30][C:31]([CH3:34])=[CH:32][CH:33]=3)[CH2:22][CH2:21]2)=[O:13])=[CH:9][C:8]=1[O:16][CH3:17], predict the reactants needed to synthesize it. The reactants are: [O:1]=[S:2]1(=[O:18])[CH2:6][CH2:5][CH2:4][N:3]1[C:7]1[CH:15]=[CH:14][C:10]([C:11]([OH:13])=O)=[CH:9][C:8]=1[O:16][CH3:17].Cl.[NH:20]1[CH2:25][CH2:24][CH:23]([C:26]([C:28]2[CH:33]=[CH:32][C:31]([CH3:34])=[CH:30][CH:29]=2)=[O:27])[CH2:22][CH2:21]1.CN1CCOCC1.O.[Cl-].COC1N=C(OC)N=C([N+]2(C)CCOCC2)N=1. (2) Given the product [OH:32][C@@H:31]1[C@H:36]([OH:37])[C@@H:41]([CH2:43][OH:44])[O:42][C@H:30]1[N:14]1[CH:13]=[N:12][C:11]2[C:15]1=[N:16][C:17]([C:19]([NH:21][CH2:22][CH2:23][N:24]1[CH2:29][CH2:28][CH2:27][CH2:26][CH2:25]1)=[O:20])=[N:18][C:10]=2[NH:9][CH2:8][CH:7]([C:48]1[CH:49]=[CH:50][CH:51]=[CH:52][CH:53]=1)[C:1]1[CH:2]=[CH:3][CH:4]=[CH:5][CH:6]=1, predict the reactants needed to synthesize it. The reactants are: [C:1]1([CH:7]([C:48]2[CH:53]=[CH:52][CH:51]=[CH:50][CH:49]=2)[CH2:8][NH:9][C:10]2[N:18]=[C:17]([C:19]([NH:21][CH2:22][CH2:23][N:24]3[CH2:29][CH2:28][CH2:27][CH2:26][CH2:25]3)=[O:20])[N:16]=[C:15]3[C:11]=2[N:12]=[CH:13][N:14]3[C@@H:30]2[O:42][C@H:41]([CH2:43][O:44]C(=O)C)[C@@H:36]([O:37]C(=O)C)[C@H:31]2[O:32]C(=O)C)[CH:6]=[CH:5][CH:4]=[CH:3][CH:2]=1.[OH-].[Na+]. (3) The reactants are: [H-].[Na+].[OH:3][C:4]1[C:12]2[N:11]=[C:10]([CH3:13])[N:9]([CH3:14])[C:8]=2[CH:7]=[C:6]([C:15]([O:17][CH3:18])=[O:16])[CH:5]=1.Cl[CH:20]1[C:29]2[C:24](=[CH:25][CH:26]=[CH:27][CH:28]=2)[O:23][CH2:22][CH2:21]1. Given the product [O:23]1[C:24]2[C:29](=[CH:28][CH:27]=[CH:26][CH:25]=2)[CH:20]([O:3][C:4]2[C:12]3[N:11]=[C:10]([CH3:13])[N:9]([CH3:14])[C:8]=3[CH:7]=[C:6]([C:15]([O:17][CH3:18])=[O:16])[CH:5]=2)[CH2:21][CH2:22]1, predict the reactants needed to synthesize it. (4) Given the product [C:5]1([C:23]2[C:32]3[C:27](=[CH:28][CH:29]=[CH:30][CH:31]=3)[CH:26]=[CH:25][CH:24]=2)[C:14]2[C:9](=[CH:10][CH:11]=[CH:12][CH:13]=2)[CH:8]=[CH:7][C:6]=1[PH2:15], predict the reactants needed to synthesize it. The reactants are: P(=O)([O-])[O-].[C:5]1([C:23]2[C:32]3[C:27](=[CH:28][CH:29]=[CH:30][CH:31]=3)[CH:26]=[CH:25][CH:24]=2)[C:14]2[C:9](=[CH:10][CH:11]=[CH:12][CH:13]=2)[CH:8]=[CH:7][C:6]=1[P:15](=O)(OCC)OCC.[OH-].[Na+]. (5) Given the product [Cl:10][C:11]1[CH:16]=[C:15]([C:2]2[O:6][C:5]([CH3:7])=[C:4]([CH:8]=[O:9])[CH:3]=2)[CH:14]=[CH:13][N:12]=1, predict the reactants needed to synthesize it. The reactants are: Br[C:2]1[O:6][C:5]([CH3:7])=[C:4]([CH:8]=[O:9])[CH:3]=1.[Cl:10][C:11]1[CH:16]=[C:15](B(O)O)[CH:14]=[CH:13][N:12]=1.C(=O)([O-])[O-].[Na+].[Na+].COCCOC. (6) Given the product [C:10]([C:12]1[CH:13]=[C:14]([NH:19][C:20]2[C:29]3[C:24](=[CH:25][C:26]([O:35][CH3:36])=[C:27]([O:30][CH2:31][CH2:32][CH2:33][N:8]4[CH2:7][CH:6]5[O:1][CH2:2][CH2:3][O:4][CH:5]5[CH2:9]4)[CH:28]=3)[N:23]=[CH:22][N:21]=2)[CH:15]=[CH:16][C:17]=1[F:18])#[CH:11], predict the reactants needed to synthesize it. The reactants are: [O:1]1[CH:6]2[CH2:7][NH:8][CH2:9][CH:5]2[O:4][CH2:3][CH2:2]1.[C:10]([C:12]1[CH:13]=[C:14]([NH:19][C:20]2[C:29]3[C:24](=[CH:25][C:26]([O:35][CH3:36])=[C:27]([O:30][CH2:31][CH2:32][CH2:33]Cl)[CH:28]=3)[N:23]=[CH:22][N:21]=2)[CH:15]=[CH:16][C:17]=1[F:18])#[CH:11].C([O-])([O-])=O.[K+].[K+].